From a dataset of Peptide-MHC class I binding affinity with 185,985 pairs from IEDB/IMGT. Regression. Given a peptide amino acid sequence and an MHC pseudo amino acid sequence, predict their binding affinity value. This is MHC class I binding data. (1) The peptide sequence is RVTKRDESSI. The MHC is HLA-A02:01 with pseudo-sequence HLA-A02:01. The binding affinity (normalized) is 0. (2) The peptide sequence is RVYINVVVK. The MHC is HLA-A02:19 with pseudo-sequence HLA-A02:19. The binding affinity (normalized) is 0.291. (3) The peptide sequence is LVTLPVYSK. The MHC is HLA-A33:01 with pseudo-sequence HLA-A33:01. The binding affinity (normalized) is 0.155. (4) The binding affinity (normalized) is 0. The peptide sequence is KKQKVHALF. The MHC is HLA-A11:01 with pseudo-sequence HLA-A11:01. (5) The peptide sequence is SLYKYLLLR. The MHC is HLA-A69:01 with pseudo-sequence HLA-A69:01. The binding affinity (normalized) is 0.0847.